From a dataset of Forward reaction prediction with 1.9M reactions from USPTO patents (1976-2016). Predict the product of the given reaction. (1) The product is: [Cl:9][C:4]1[CH:5]=[C:6]([Cl:8])[N:7]=[C:2]([NH:14][C:13]2[CH:15]=[CH:16][C:17]([Cl:18])=[C:11]([Cl:10])[CH:12]=2)[N:3]=1. Given the reactants Cl[C:2]1[N:7]=[C:6]([Cl:8])[CH:5]=[C:4]([Cl:9])[N:3]=1.[Cl:10][C:11]1[CH:12]=[C:13]([CH:15]=[CH:16][C:17]=1[Cl:18])[NH2:14], predict the reaction product. (2) Given the reactants [C:1]([NH:4][C:5]1[CH:19]=[CH:18][C:8]([O:9][CH2:10][CH2:11][CH2:12][C:13]([O:15][CH2:16][CH3:17])=[O:14])=[CH:7][C:6]=1[NH:20][CH2:21][C:22]1[C:27]([Cl:28])=[CH:26][C:25]([C:29]([F:32])([F:31])[F:30])=[CH:24][N:23]=1)(=O)[CH3:2].OS(O)(=O)=O.[OH-].[Na+], predict the reaction product. The product is: [Cl:28][C:27]1[C:22]([CH2:21][N:20]2[C:6]3[CH:7]=[C:8]([O:9][CH2:10][CH2:11][CH2:12][C:13]([O:15][CH2:16][CH3:17])=[O:14])[CH:18]=[CH:19][C:5]=3[N:4]=[C:1]2[CH3:2])=[N:23][CH:24]=[C:25]([C:29]([F:32])([F:30])[F:31])[CH:26]=1. (3) Given the reactants Cl[C:2]1[CH:3]=[C:4]([CH:23]=[CH:24][C:25]=1Cl)[O:5][CH:6]1[CH2:11][CH2:10][N:9]([S:12]([C:15]2[C:16]([CH3:22])=[N:17][N:18]([CH3:21])[C:19]=2[CH3:20])(=[O:14])=[O:13])[CH2:8][CH2:7]1.CN1C(C)=C(S(Cl)(=O)=O)C(C)=N1.Cl.[CH3:40][O:41]C1C=CC(OC2CCNCC2)=CC=1, predict the reaction product. The product is: [CH3:40][O:41][C:25]1[CH:24]=[CH:23][C:4]([O:5][CH:6]2[CH2:11][CH2:10][N:9]([S:12]([C:15]3[C:16]([CH3:22])=[N:17][N:18]([CH3:21])[C:19]=3[CH3:20])(=[O:14])=[O:13])[CH2:8][CH2:7]2)=[CH:3][CH:2]=1. (4) Given the reactants [NH2:1][C:2]1[C:3]([O:28][C:29]2[CH:34]=[CH:33][C:32]([F:35])=[CH:31][C:30]=2[F:36])=[C:4]([C:9]2[C:10]3[C:11](=[N:17][N:18](COCC[Si](C)(C)C)[CH:19]=3)[C:12](=[O:16])[N:13]([CH3:15])[CH:14]=2)[CH:5]=[CH:6][C:7]=1[NH2:8].[CH:37]([O-])([O-])OCC.O.C1(C)C=CC(S(O)(=O)=O)=CC=1.FC(F)(F)C(O)=O, predict the reaction product. The product is: [F:36][C:30]1[CH:31]=[C:32]([F:35])[CH:33]=[CH:34][C:29]=1[O:28][C:3]1[C:2]2[N:1]=[CH:37][NH:8][C:7]=2[CH:6]=[CH:5][C:4]=1[C:9]1[C:10]2[CH:19]=[N:18][NH:17][C:11]=2[C:12](=[O:16])[N:13]([CH3:15])[CH:14]=1. (5) Given the reactants C([O:3][C:4]([C:6]1([NH:15][C:16]([C:18]2[CH:23]=[CH:22][N:21]=[CH:20][C:19]=2[N:24]2[CH2:29][CH2:28][CH2:27][CH2:26][CH2:25]2)=[O:17])[CH2:14][C:13]2[C:8](=[CH:9][CH:10]=[CH:11][CH:12]=2)[CH2:7]1)=[O:5])C.O1CCOCC1.CO, predict the reaction product. The product is: [N:24]1([C:19]2[CH:20]=[N:21][CH:22]=[CH:23][C:18]=2[C:16]([NH:15][C:6]2([C:4]([OH:5])=[O:3])[CH2:7][C:8]3[C:13](=[CH:12][CH:11]=[CH:10][CH:9]=3)[CH2:14]2)=[O:17])[CH2:29][CH2:28][CH2:27][CH2:26][CH2:25]1. (6) Given the reactants [O:1]=[S:2]1(=[O:19])[CH2:6][CH2:5][CH2:4][N:3]1[C:7]1[CH:12]=[CH:11][C:10]([CH:13]([CH3:17])[C:14]([OH:16])=O)=[CH:9][C:8]=1[F:18].ON1C2C=CC=CC=2N=N1.F[B-](F)(F)F.N1(OC(N(C)C)=[N+](C)C)C2C=CC=CC=2N=N1.C(N(C(C)C)C(C)C)C.[Cl:61][C:62]1[CH:63]=[C:64]([N:68]2[C:72]([CH2:73][NH2:74])=[CH:71][C:70]([C:75]([F:78])([F:77])[F:76])=[N:69]2)[CH:65]=[CH:66][CH:67]=1, predict the reaction product. The product is: [Cl:61][C:62]1[CH:63]=[C:64]([N:68]2[C:72]([CH2:73][NH:74][C:14](=[O:16])[CH:13]([C:10]3[CH:11]=[CH:12][C:7]([N:3]4[CH2:4][CH2:5][CH2:6][S:2]4(=[O:1])=[O:19])=[C:8]([F:18])[CH:9]=3)[CH3:17])=[CH:71][C:70]([C:75]([F:76])([F:77])[F:78])=[N:69]2)[CH:65]=[CH:66][CH:67]=1.